Dataset: Reaction yield outcomes from USPTO patents with 853,638 reactions. Task: Predict the reaction yield, written as a fraction of the theoretical maximum amount of product (1.0 means a 100% yield; for example, 0.34 means a 34% yield). (1) The reactants are [CH3:1][O:2][C:3]1[CH:4]=[C:5]([NH:11][CH:12]([C:30]2[CH:35]=[CH:34][CH:33]=[CH:32][CH:31]=2)[C:13]([C:15]2[C:23]3[C:18](=[CH:19][CH:20]=[CH:21][CH:22]=3)[N:17]([CH2:24][CH2:25][O:26]COC)[CH:16]=2)=[O:14])[CH:6]=[C:7]([O:9][CH3:10])[CH:8]=1.O1CCOCC1.C(=O)([O-])[O-].[K+].[K+]. The catalyst is Cl.C(OCC)(=O)C. The product is [CH3:1][O:2][C:3]1[CH:4]=[C:5]([NH:11][CH:12]([C:30]2[CH:35]=[CH:34][CH:33]=[CH:32][CH:31]=2)[C:13]([C:15]2[C:23]3[C:18](=[CH:19][CH:20]=[CH:21][CH:22]=3)[N:17]([CH2:24][CH2:25][OH:26])[CH:16]=2)=[O:14])[CH:6]=[C:7]([O:9][CH3:10])[CH:8]=1. The yield is 0.150. (2) The reactants are [C:1]([O:6][C@@H:7]1[C@@H:15]([CH2:16][CH2:17][OH:18])[C:14](=[O:19])[O:13][CH2:12][C@H:11]([NH:20][C:21]([O:23][C:24]([CH3:27])([CH3:26])[CH3:25])=[O:22])[C:10](=[O:28])[O:9][C@H:8]1[CH3:29])(=[O:5])[CH:2]([CH3:4])[CH3:3].N1C=CC=CC=1.[CH3:36][S:37](Cl)(=[O:39])=[O:38]. The catalyst is C(Cl)Cl. The product is [C:1]([O:6][C@@H:7]1[C@@H:15]([CH2:16][CH2:17][O:18][S:37]([CH3:36])(=[O:39])=[O:38])[C:14](=[O:19])[O:13][CH2:12][C@H:11]([NH:20][C:21]([O:23][C:24]([CH3:26])([CH3:25])[CH3:27])=[O:22])[C:10](=[O:28])[O:9][C@H:8]1[CH3:29])(=[O:5])[CH:2]([CH3:4])[CH3:3]. The yield is 0.840. (3) The reactants are [OH:1][C:2]1[CH:9]=[CH:8][CH:7]=[CH:6][C:3]=1[CH:4]=O.[CH2:10]([NH:13][CH2:14][CH:15]=[CH2:16])[CH:11]=[CH2:12].CO.[BH4-].[Na+]. The catalyst is O. The product is [CH2:10]([N:13]([CH2:4][C:3]1[CH:6]=[CH:7][CH:8]=[CH:9][C:2]=1[OH:1])[CH2:14][CH:15]=[CH2:16])[CH:11]=[CH2:12]. The yield is 0.640. (4) The reactants are [CH3:1][NH:2][C:3]1[CH:8]=[CH:7][C:6]([O:9][CH2:10][C:11]2[CH:16]=[CH:15][CH:14]=[CH:13][CH:12]=2)=[CH:5][C:4]=1[F:17].[H-].[Na+].[F:20][C:21]1[CH:26]=[CH:25][C:24]([N:27]=[C:28]=[O:29])=[CH:23][CH:22]=1.O. The catalyst is CN(C)C=O.C(OCC)(=O)C. The product is [CH2:10]([O:9][C:6]1[CH:7]=[CH:8][C:3]([N:2]([CH3:1])[C:28]([NH:27][C:24]2[CH:25]=[CH:26][C:21]([F:20])=[CH:22][CH:23]=2)=[O:29])=[C:4]([F:17])[CH:5]=1)[C:11]1[CH:12]=[CH:13][CH:14]=[CH:15][CH:16]=1. The yield is 0.217. (5) The reactants are [CH2:1]1[CH:5]2[CH2:6][NH:7][CH2:8][CH:4]2[CH2:3][N:2]1[C:9]1[CH:14]=[C:13]([O:15][CH3:16])[N:12]=[C:11]([N:17]([CH3:19])[CH3:18])[N:10]=1.[F:20][C:21]1[CH:29]=[CH:28][C:24]([C:25](O)=[O:26])=[C:23]([N:30]2[N:34]=[CH:33][CH:32]=[N:31]2)[CH:22]=1.CN(C(ON1N=NC2C=CC=NC1=2)=[N+](C)C)C.F[P-](F)(F)(F)(F)F.CCN(C(C)C)C(C)C. The catalyst is C(OCC)(=O)C.CN(C=O)C. The product is [F:20][C:21]1[CH:29]=[CH:28][C:24]([C:25]([N:7]2[CH2:6][CH:5]3[CH2:1][N:2]([C:9]4[CH:14]=[C:13]([O:15][CH3:16])[N:12]=[C:11]([N:17]([CH3:18])[CH3:19])[N:10]=4)[CH2:3][CH:4]3[CH2:8]2)=[O:26])=[C:23]([N:30]2[N:34]=[CH:33][CH:32]=[N:31]2)[CH:22]=1. The yield is 0.505. (6) The reactants are [CH3:1][O:2][C:3]([NH:5][C@H:6]([C:11]([N:13]1[C@@H:17]([CH3:18])[CH2:16][CH2:15][C@H:14]1[C:19]1[NH:20][C:21]([C:24]2[CH:29]=[C:28]3[CH2:30][O:31][C:32]4[CH:59]=[C:58]5[C:35]([CH:36]=[CH:37][C:38]6[N:42]=[C:41]([C@@H:43]7[CH2:47][C@H:46]([CH2:48][O:49][CH3:50])[CH2:45][N:44]7C(OC(C)(C)C)=O)[NH:40][C:39]=65)=[CH:34][C:33]=4[C:27]3=[CH:26][CH:25]=2)=[CH:22][N:23]=1)=[O:12])[C@H:7]([CH2:9][CH3:10])[CH3:8])=[O:4].Cl.[CH3:61][O:62][C:63]([NH:65][C@@H:66]([CH:70]([CH3:72])[CH3:71])[C:67](O)=[O:68])=[O:64].CN(C(ON1N=NC2C=CC=NC1=2)=[N+](C)C)C.F[P-](F)(F)(F)(F)F.CCN(C(C)C)C(C)C. The catalyst is C(Cl)Cl.CO.CN(C=O)C.[Li+].[OH-]. The product is [CH3:1][O:2][C:3]([NH:5][C@@H:6]([C@@H:7]([CH3:8])[CH2:9][CH3:10])[C:11]([N:13]1[C@@H:17]([CH3:18])[CH2:16][CH2:15][C@H:14]1[C:19]1[NH:20][C:21]([C:24]2[CH:29]=[C:28]3[CH2:30][O:31][C:32]4[CH:59]=[C:58]5[C:35]([CH:36]=[CH:37][C:38]6[N:42]=[C:41]([C@@H:43]7[CH2:47][C@H:46]([CH2:48][O:49][CH3:50])[CH2:45][N:44]7[C:67](=[O:68])[C@@H:66]([NH:65][C:63](=[O:64])[O:62][CH3:61])[CH:70]([CH3:72])[CH3:71])[NH:40][C:39]=65)=[CH:34][C:33]=4[C:27]3=[CH:26][CH:25]=2)=[CH:22][N:23]=1)=[O:12])=[O:4]. The yield is 0.380. (7) The reactants are Br[C:2]1[O:6][C:5]([CH:7]=[O:8])=[CH:4][CH:3]=1.[C:9]1(B(O)O)[CH:14]=[CH:13][CH:12]=[CH:11][CH:10]=1.C([O-])([O-])=O.[K+].[K+]. The catalyst is [Br-].C([N+](CCCC)(CCCC)CCCC)CCC.O.C([O-])(=O)C.[Pd+2].C([O-])(=O)C. The product is [C:9]1([C:2]2[O:6][C:5]([CH:7]=[O:8])=[CH:4][CH:3]=2)[CH:14]=[CH:13][CH:12]=[CH:11][CH:10]=1. The yield is 0.701.